From a dataset of Full USPTO retrosynthesis dataset with 1.9M reactions from patents (1976-2016). Predict the reactants needed to synthesize the given product. (1) Given the product [C:18]1([NH:28][C:2]2[CH:7]=[C:6]([C:8]3[CH:13]=[CH:12][C:11]([C:14]([F:17])([F:16])[F:15])=[CH:10][CH:9]=3)[N:5]=[CH:4][N:3]=2)[C:27]2[CH2:26][CH2:25][CH2:24][CH2:23][C:22]=2[CH:21]=[CH:20][CH:19]=1, predict the reactants needed to synthesize it. The reactants are: Cl[C:2]1[CH:7]=[C:6]([C:8]2[CH:13]=[CH:12][C:11]([C:14]([F:17])([F:16])[F:15])=[CH:10][CH:9]=2)[N:5]=[CH:4][N:3]=1.[CH:18]1([NH2:28])[C:27]2[C:22](=[CH:23][CH:24]=[CH:25][CH:26]=2)[CH2:21][CH2:20][CH2:19]1. (2) Given the product [CH2:13]([O:15][C:16]([C:18]1[CH:19]2[N:45]([C:1]([O:4][C:64]([CH3:66])([CH3:65])[CH3:63])=[O:3])[CH:23]([CH2:24][C:25]=1[C:26]1[CH:31]=[CH:30][CH:29]=[C:28]([O:32][CH2:33][CH2:34][CH2:35][CH2:36][OH:37])[CH:27]=1)[CH2:22][N:21]([C:47]([O:49][C:50]([CH3:53])([CH3:52])[CH3:51])=[O:48])[CH2:20]2)=[O:17])[CH3:14], predict the reactants needed to synthesize it. The reactants are: [C:1]([O-:4])([OH:3])=O.[Na+].ClC(OC(Cl)C)=O.[CH2:13]([O:15][C:16]([C:18]1[CH:19]2[N:45](C)[CH:23]([CH2:24][C:25]=1[C:26]1[CH:31]=[CH:30][CH:29]=[C:28]([O:32][CH2:33][CH2:34][CH2:35][CH2:36][O:37][Si](C(C)(C)C)(C)C)[CH:27]=1)[CH2:22][N:21]([C:47]([O:49][C:50]([CH3:53])([CH3:52])[CH3:51])=[O:48])[CH2:20]2)=[O:17])[CH3:14].CCN(C(C)C)C(C)C.[CH3:63][C:64](OC(OC(O[C:64]([CH3:66])([CH3:65])[CH3:63])=O)=O)([CH3:66])[CH3:65]. (3) Given the product [Br:1][C:2]1[CH:33]=[CH:32][C:31]([F:34])=[CH:30][C:3]=1[O:4][CH:5]1[CH2:10][CH2:9][N:8]([C:11]2[S:12][C:13]3[C:18](=[O:19])[N:17]([CH2:20][O:21][CH3:22])[C:16]([CH2:23][CH:24]([OH:53])[C:25]([O:27][CH3:28])=[O:26])=[N:15][C:14]=3[N:29]=2)[CH2:7][CH2:6]1, predict the reactants needed to synthesize it. The reactants are: [Br:1][C:2]1[CH:33]=[CH:32][C:31]([F:34])=[CH:30][C:3]=1[O:4][CH:5]1[CH2:10][CH2:9][N:8]([C:11]2[S:12][C:13]3[C:18](=[O:19])[N:17]([CH2:20][O:21][CH3:22])[C:16]([CH2:23][CH2:24][C:25]([O:27][CH3:28])=[O:26])=[N:15][C:14]=3[N:29]=2)[CH2:7][CH2:6]1.C[Si](C)(C)[N-][Si](C)(C)C.[K+].C1(C2[O:53]N2S(C2C=CC=CC=2)(=O)=O)C=CC=CC=1. (4) Given the product [CH2:13]([O:20][CH2:21][N:8]1[C:4]2=[N:5][CH:6]=[CH:7][C:2]([Cl:1])=[C:3]2[CH:10]=[CH:9]1)[C:14]1[CH:19]=[CH:18][CH:17]=[CH:16][CH:15]=1, predict the reactants needed to synthesize it. The reactants are: [Cl:1][C:2]1[CH:7]=[CH:6][N:5]=[C:4]2[NH:8][CH:9]=[CH:10][C:3]=12.[H-].[Na+].[CH2:13]([O:20][CH2:21]Cl)[C:14]1[CH:19]=[CH:18][CH:17]=[CH:16][CH:15]=1. (5) Given the product [CH3:25][N:26]([CH3:27])[C:2]1[CH:7]=[C:6]([C:8]2[C:9]3[S:23][CH:22]=[CH:21][C:10]=3[N:11]=[C:12]([C:14]3[CH:15]=[C:16]([OH:20])[CH:17]=[CH:18][CH:19]=3)[N:13]=2)[CH:5]=[CH:4][N:3]=1, predict the reactants needed to synthesize it. The reactants are: F[C:2]1[CH:7]=[C:6]([C:8]2[C:9]3[S:23][CH:22]=[CH:21][C:10]=3[N:11]=[C:12]([C:14]3[CH:15]=[C:16]([OH:20])[CH:17]=[CH:18][CH:19]=3)[N:13]=2)[CH:5]=[CH:4][N:3]=1.Cl.[CH3:25][NH:26][CH3:27].C(N(CC)CC)C.O1CCOCC1. (6) Given the product [C:1]([O:5][C:6](=[O:7])[NH:8][C:9]1[S:10][CH:11]=[C:12]([C:14](=[O:16])[N:19]([O:20][CH3:21])[CH3:18])[N:13]=1)([CH3:2])([CH3:3])[CH3:4], predict the reactants needed to synthesize it. The reactants are: [C:1]([O:5][C:6]([NH:8][C:9]1[S:10][CH:11]=[C:12]([C:14]([OH:16])=O)[N:13]=1)=[O:7])([CH3:4])([CH3:3])[CH3:2].Cl.[CH3:18][NH:19][O:20][CH3:21].Cl.CN(C)CCCN=C=NCC.O.ON1C2C=CC=CC=2N=N1.C(N(CC)CC)C.